From a dataset of Reaction yield outcomes from USPTO patents with 853,638 reactions. Predict the reaction yield, written as a fraction of the theoretical maximum amount of product (1.0 means a 100% yield; for example, 0.34 means a 34% yield). (1) The catalyst is C(O)(=O)C.O. The yield is 0.710. The reactants are [NH2:1][CH:2]([C:7]1[CH:12]=[CH:11][C:10]([O:13][CH3:14])=[C:9]([O:15][CH2:16][CH3:17])[CH:8]=1)[CH2:3][C:4]([OH:6])=[O:5].[CH3:18][C:19]1[CH:20]=[C:21]2[C:26](=O)[O:25][C:23](=[O:24])[C:22]2=[CH:28][CH:29]=1.C(OCC)(=O)C.CCCCCC. The product is [CH2:16]([O:15][C:9]1[CH:8]=[C:7]([CH:2]([N:1]2[C:26](=[O:25])[C:21]3=[CH:20][C:19]([CH3:18])=[CH:29][CH:28]=[C:22]3[C:23]2=[O:24])[CH2:3][C:4]([OH:6])=[O:5])[CH:12]=[CH:11][C:10]=1[O:13][CH3:14])[CH3:17]. (2) The product is [CH3:1][O:2][C:3](=[O:19])[CH:4]([C@H:5]1[CH2:6][CH2:7][C@H:8]([NH:11][C:12]([O:14][C:15]([CH3:16])([CH3:18])[CH3:17])=[O:13])[CH2:9][CH2:10]1)[CH:42]([OH:43])[C:35]1[C:34]2[C:39](=[CH:40][CH:41]=[C:32]([O:31][CH3:30])[N:33]=2)[N:38]=[CH:37][CH:36]=1. The catalyst is C1COCC1. The yield is 0.880. The reactants are [CH3:1][O:2][C:3](=[O:19])[CH2:4][C@H:5]1[CH2:10][CH2:9][C@H:8]([NH:11][C:12]([O:14][C:15]([CH3:18])([CH3:17])[CH3:16])=[O:13])[CH2:7][CH2:6]1.[Li+].C[Si]([N-][Si](C)(C)C)(C)C.[CH3:30][O:31][C:32]1[N:33]=[C:34]2[C:39](=[CH:40][CH:41]=1)[N:38]=[CH:37][CH:36]=[C:35]2[CH:42]=[O:43]. (3) The reactants are [NH:1]1[CH2:6][CH2:5][CH2:4][C@@H:3]([C:7]([OH:9])=[O:8])[CH2:2]1.[C:10](=O)([O:19]N1C(=O)CCC1=O)[O:11][CH2:12][C:13]1[CH:18]=[CH:17][CH:16]=[CH:15][CH:14]=1.C([O-])([O-])=O.[Na+].[Na+].O1CCOCC1. The catalyst is O. The product is [CH2:12]([O:11][C:10]([N:1]1[CH2:6][CH2:5][CH2:4][C@@H:3]([C:7]([OH:9])=[O:8])[CH2:2]1)=[O:19])[C:13]1[CH:18]=[CH:17][CH:16]=[CH:15][CH:14]=1. The yield is 1.91. (4) The reactants are [C:1]1([NH2:8])[CH:6]=[CH:5][CH:4]=[CH:3][C:2]=1[NH2:7].C[Al](C)C.[NH2:13][C:14]1[C:15]2[N:16]([C:20]([CH:27]3[CH2:30][CH2:29][CH2:28]3)=[N:21][C:22]=2[C:23](OC)=[O:24])[CH:17]=[CH:18][N:19]=1. The catalyst is C1(C)C=CC=CC=1. The product is [NH2:13][C:14]1[C:15]2[N:16]([C:20]([CH:27]3[CH2:28][CH2:29][CH2:30]3)=[N:21][C:22]=2[C:23]([NH:7][C:2]2[CH:3]=[CH:4][CH:5]=[CH:6][C:1]=2[NH2:8])=[O:24])[CH:17]=[CH:18][N:19]=1. The yield is -0.850. (5) The reactants are [NH2:1][C:2]1[S:3][C:4]([N:12]2[CH2:17][CH2:16][O:15][CH2:14][CH2:13]2)=[C:5]([C:7]2[O:8][CH:9]=[CH:10][CH:11]=2)[N:6]=1.[Cl:18][C:19]1[CH:27]=[CH:26][C:22]([C:23](Cl)=[O:24])=[CH:21][N:20]=1. The catalyst is N1C=CC=CC=1. The product is [Cl:18][C:19]1[CH:27]=[CH:26][C:22]([C:23]([NH:1][C:2]2[S:3][C:4]([N:12]3[CH2:13][CH2:14][O:15][CH2:16][CH2:17]3)=[C:5]([C:7]3[O:8][CH:9]=[CH:10][CH:11]=3)[N:6]=2)=[O:24])=[CH:21][N:20]=1. The yield is 0.590. (6) The reactants are [C:1]([C:4]1[CH:9]=[CH:8][C:7]([NH:10][CH2:11][C:12]2[CH:17]=[CH:16][C:15]([CH:18]([OH:27])[C:19]3[CH:20]=[C:21]([CH:24]=[CH:25][CH:26]=3)[C:22]#[N:23])=[CH:14][CH:13]=2)=[C:6]([CH3:28])[C:5]=1[OH:29])(=[O:3])[CH3:2].C=O.[BH3-][C:33]#N.[Na+].Cl. The catalyst is C(#N)C. The product is [C:1]([C:4]1[CH:9]=[CH:8][C:7]([N:10]([CH2:11][C:12]2[CH:13]=[CH:14][C:15]([CH:18]([OH:27])[C:19]3[CH:20]=[C:21]([CH:24]=[CH:25][CH:26]=3)[C:22]#[N:23])=[CH:16][CH:17]=2)[CH3:33])=[C:6]([CH3:28])[C:5]=1[OH:29])(=[O:3])[CH3:2]. The yield is 0.940. (7) The reactants are [N:1]1([C:5]([C:7]2[CH:36]=[CH:35][C:10]([O:11][C:12]3[CH:13]=[C:14]([C:24]4[NH:28][C:27]([C:29]5[O:30][C@@H:31]([CH3:34])[CH2:32][N:33]=5)=[CH:26][CH:25]=4)[CH:15]=[C:16]([O:18][C@@H:19]([CH3:23])[CH2:20][O:21]C)[CH:17]=3)=[C:9]([F:37])[CH:8]=2)=[O:6])[CH2:4][CH2:3][CH2:2]1.B(Br)(Br)Br.ClCCl.C(=O)([O-])O.[Na+]. The catalyst is ClCCl. The product is [N:1]1([C:5]([C:7]2[CH:36]=[CH:35][C:10]([O:11][C:12]3[CH:17]=[C:16]([CH:15]=[C:14]([C:24]4[NH:28][C:27]([C:29]5[O:30][C@@H:31]([CH3:34])[CH2:32][N:33]=5)=[CH:26][CH:25]=4)[CH:13]=3)[O:18][C@@H:19]([CH3:23])[CH2:20][OH:21])=[C:9]([F:37])[CH:8]=2)=[O:6])[CH2:4][CH2:3][CH2:2]1. The yield is 0.290. (8) The reactants are [Cl:1][C:2]1[CH:10]=[C:9]2[C:5]([C:6]([C:11](=[O:16])[C:12]([F:15])([F:14])[F:13])=[CH:7][NH:8]2)=[CH:4][CH:3]=1.[H-].[Na+].[CH3:19][N:20]([CH2:22][C:23](Cl)=O)[CH3:21].CN(C=[O:30])C. No catalyst specified. The product is [Cl:1][C:2]1[CH:10]=[C:9]2[C:5]([C:6]([C:11](=[O:16])[C:12]([F:13])([F:14])[F:15])=[CH:7][N:8]2[CH2:23][C:22]([N:20]([CH3:21])[CH3:19])=[O:30])=[CH:4][CH:3]=1. The yield is 0.610. (9) The reactants are [Br:1][C:2]1[CH:3]=[C:4]([NH2:9])[C:5]([NH2:8])=[N:6][CH:7]=1.O.[C:11](O)(=O)[CH:12]=[O:13]. The catalyst is O. The product is [Br:1][C:2]1[CH:7]=[N:6][C:5]2[N:8]=[CH:11][C:12](=[O:13])[NH:9][C:4]=2[CH:3]=1. The yield is 0.660. (10) The reactants are [C:1]([C:3]1[CH:13]=[CH:12][CH:11]=[CH:10][C:4]=1[O:5][CH2:6][C:7]([NH2:9])=[O:8])#[N:2].[OH-].[K+]. The catalyst is C(O)C.O. The product is [NH2:2][C:1]1[C:3]2[CH:13]=[CH:12][CH:11]=[CH:10][C:4]=2[O:5][C:6]=1[C:7]([NH2:9])=[O:8]. The yield is 0.640.